This data is from Full USPTO retrosynthesis dataset with 1.9M reactions from patents (1976-2016). The task is: Predict the reactants needed to synthesize the given product. (1) Given the product [CH:17]1([N:12]2[CH2:13][CH2:14][C:15]3=[CH:16][N:7]([C:1]4[CH:2]=[CH:3][CH:4]=[CH:5][CH:6]=4)[N:8]=[C:9]3[CH2:10][CH2:11]2)[CH2:20][CH2:19][CH2:18]1, predict the reactants needed to synthesize it. The reactants are: [C:1]1([N:7]2[CH:16]=[C:15]3[C:9]([CH2:10][CH2:11][NH:12][CH2:13][CH2:14]3)=[N:8]2)[CH:6]=[CH:5][CH:4]=[CH:3][CH:2]=1.[C:17]1(=O)[CH2:20][CH2:19][CH2:18]1.C(O[BH-](OC(=O)C)OC(=O)C)(=O)C.[Na+].Cl. (2) Given the product [F:1][C:2]1[CH:7]=[C:6]([NH2:8])[CH:5]=[CH:4][C:3]=1[CH:11]1[CH2:16][CH2:15][S:14](=[O:18])(=[O:17])[N:13]([CH2:19][CH:20]=[CH2:21])[CH2:12]1, predict the reactants needed to synthesize it. The reactants are: [F:1][C:2]1[CH:7]=[C:6]([N+:8]([O-])=O)[CH:5]=[CH:4][C:3]=1[CH:11]1[CH2:16][CH2:15][S:14](=[O:18])(=[O:17])[N:13]([CH2:19][CH:20]=[CH2:21])[CH2:12]1.[BH4-].[Na+].CO.[Cl-].[NH4+]. (3) Given the product [NH2:7][CH2:3][C:4]([OH:6])=[O:5].[NH2:7][C@H:3]([C:1]([N:24]1[CH2:22][CH:20]=[N:19][C:8]1=[O:13])=[O:2])[CH2:4][OH:6], predict the reactants needed to synthesize it. The reactants are: [CH:1]([C@H:3]([NH2:7])[C:4]([OH:6])=[O:5])=[O:2].[C:8]([OH:13])(=O)C(C)O.NCC(O)=O.[NH2:19][C@H:20]([C:22]([N:24]1CC=NC1=O)=O)C.NCC(O)=O.N[C@H](C(N1CC=NC1=O)=O)CS.N[C@@H](C(O)=O)C.N[C@@H](C(O)=O)[C@H](CC)C.N[C@@H](C(O)=O)CCSC. (4) Given the product [F:1][C:2]1[CH:3]=[CH:4][C:5]([NH:11][S:27]([C:25]2[CH:24]=[CH:23][CH:22]=[C:21]3[C:26]=2[N:17]=[CH:18][CH:19]=[CH:20]3)(=[O:28])=[O:29])=[C:6]([CH:10]=1)[C:7]([OH:9])=[O:8], predict the reactants needed to synthesize it. The reactants are: [F:1][C:2]1[CH:3]=[CH:4][C:5]([NH2:11])=[C:6]([CH:10]=1)[C:7]([OH:9])=[O:8].C(=O)([O-])O.[Na+].[N:17]1[C:26]2[C:21](=[CH:22][CH:23]=[CH:24][C:25]=2[S:27](Cl)(=[O:29])=[O:28])[CH:20]=[CH:19][CH:18]=1.